From a dataset of Forward reaction prediction with 1.9M reactions from USPTO patents (1976-2016). Predict the product of the given reaction. (1) Given the reactants Cl.CO[C:4](=[O:14])[C@@H:5]1[CH2:9][C@@H:8]([O:10][CH2:11][CH:12]=[CH2:13])[CH2:7][NH:6]1.[NH:15]([C:35]([CH3:37])=[O:36])[C@H:16]([C:25]([NH:27][C@H:28]([C:32]([OH:34])=O)[CH:29]([CH3:31])[CH3:30])=[O:26])[CH2:17][C:18]1[CH:23]=[CH:22][C:21]([OH:24])=[CH:20][CH:19]=1.C([N:41]([CH:44]([CH3:46])[CH3:45])CC)(C)C.[OH:47]N1C2C=CC=CC=2N=N1.Cl.CN(C)CCCN=C=NCC.[C:69]([O:72]CC)(=[O:71])C, predict the reaction product. The product is: [C:35]([NH:15][C@H:16]([C:25]([NH:27][C@H:28]([C:32]([N:6]1[CH2:7][C@H:8]([O:10][CH2:11][CH:12]=[CH2:13])[CH2:9][C@H:5]1[C:4]([NH:41][C@H:44]([CH:45]=[O:47])[CH2:46][C:69]([OH:72])=[O:71])=[O:14])=[O:34])[CH:29]([CH3:30])[CH3:31])=[O:26])[CH2:17][C:18]1[CH:19]=[CH:20][C:21]([OH:24])=[CH:22][CH:23]=1)(=[O:36])[CH3:37]. (2) The product is: [CH3:7][O:8][C:9]1[CH:10]=[CH:11][C:12]([CH2:15][O:16][C:17]2[CH:22]=[CH:21][C:20]([CH2:23][CH2:24][C:25]([OH:33])=[O:26])=[CH:19][CH:18]=2)=[CH:13][CH:14]=1. Given the reactants C(OCC)(=O)C.[CH3:7][O:8][C:9]1[CH:14]=[CH:13][C:12]([CH2:15][O:16][C:17]2[CH:22]=[CH:21][C:20]([CH:23]=[C:24]3C(=O)OC(C)(C)[O:26][C:25]3=[O:33])=[CH:19][CH:18]=2)=[CH:11][CH:10]=1.[BH4-].[Na+], predict the reaction product.